Dataset: Full USPTO retrosynthesis dataset with 1.9M reactions from patents (1976-2016). Task: Predict the reactants needed to synthesize the given product. Given the product [NH2:1][C:2]1[CH:17]=[CH:16][C:15]([F:18])=[CH:14][C:3]=1[C:4]([NH:6][C@H:7]([CH3:13])[C:8]([OH:10])=[O:9])=[O:5], predict the reactants needed to synthesize it. The reactants are: [NH2:1][C:2]1[CH:17]=[CH:16][C:15]([F:18])=[CH:14][C:3]=1[C:4]([NH:6][C@H:7]([CH3:13])[C:8]([O:10]CC)=[O:9])=[O:5].[OH-].[Na+].Cl.C1(C)C=CC=CC=1.